This data is from Forward reaction prediction with 1.9M reactions from USPTO patents (1976-2016). The task is: Predict the product of the given reaction. (1) Given the reactants [F:1][C:2]1[CH:21]=[CH:20][CH:19]=[CH:18][C:3]=1[CH2:4][N:5]1[C:9]([C:10]#[N:11])=[N:8][C:7]([C:12]2[CH:17]=[CH:16][CH:15]=[CH:14][N:13]=2)=[N:6]1.[C:22](=[O:25])([O-])[O-].[K+].[K+].Cl.[NH2:29]O.O.C1(C)C=CC(S(O)(=O)=O)=CC=1, predict the reaction product. The product is: [F:1][C:2]1[CH:21]=[CH:20][CH:19]=[CH:18][C:3]=1[CH2:4][N:5]1[C:9]([C:10]2[N:29]=[CH:22][O:25][N:11]=2)=[N:8][C:7]([C:12]2[CH:17]=[CH:16][CH:15]=[CH:14][N:13]=2)=[N:6]1. (2) Given the reactants Br[C:2]1[CH:3]=[C:4]([NH:8][C:9](=[O:15])[O:10][C:11]([CH3:14])([CH3:13])[CH3:12])[CH:5]=[N:6][CH:7]=1.C(N(CC)CC)C.[C:23]([C:25]1[CH:26]=[C:27]([CH:29]=[CH:30][CH:31]=1)[NH2:28])#[CH:24], predict the reaction product. The product is: [NH2:28][C:27]1[CH:26]=[C:25]([C:23]#[C:24][C:2]2[CH:3]=[C:4]([NH:8][C:9](=[O:15])[O:10][C:11]([CH3:14])([CH3:13])[CH3:12])[CH:5]=[N:6][CH:7]=2)[CH:31]=[CH:30][CH:29]=1. (3) Given the reactants FC(F)(F)C(O)=O.[Cl:8][C:9]1[CH:10]=[CH:11][C:12]2[S:16][C:15]([S:17]([N:20]3[CH2:25][CH2:24][NH:23][CH2:22][C:21]3=[O:26])(=[O:19])=[O:18])=[N:14][C:13]=2[CH:27]=1.[CH:28]([O:41][C:42]([NH:44][C:45]1[NH:46][C:47](=[O:58])[C:48]2[N:49]=[CH:50][N:51]([CH2:54][C:55](O)=[O:56])[C:52]=2[N:53]=1)=[O:43])([C:35]1[CH:40]=[CH:39][CH:38]=[CH:37][CH:36]=1)[C:29]1[CH:34]=[CH:33][CH:32]=[CH:31][CH:30]=1, predict the reaction product. The product is: [Cl:8][C:9]1[CH:10]=[CH:11][C:12]2[S:16][C:15]([S:17]([N:20]3[CH2:25][CH2:24][N:23]([C:55](=[O:56])[CH2:54][N:51]4[CH:50]=[N:49][C:48]5[C:47](=[O:58])[NH:46][C:45]([NH:44][C:42]([O:41][CH:28]([C:35]6[CH:40]=[CH:39][CH:38]=[CH:37][CH:36]=6)[C:29]6[CH:34]=[CH:33][CH:32]=[CH:31][CH:30]=6)=[O:43])=[N:53][C:52]4=5)[CH2:22][C:21]3=[O:26])(=[O:19])=[O:18])=[N:14][C:13]=2[CH:27]=1. (4) Given the reactants [NH2:1][C:2]1[N:7]=[C:6]([NH2:8])[C:5]([CH2:9][C:10]2[CH:11]=[C:12]([OH:20])[C:13]3[CH:14]=[CH:15][N:16]([CH3:19])[C:17]=3[CH:18]=2)=[CH:4][N:3]=1.[CH3:21][CH:22]([CH3:28])[CH2:23][S:24](Cl)(=[O:26])=[O:25], predict the reaction product. The product is: [NH2:1][C:2]1[N:7]=[C:6]([NH2:8])[C:5]([CH2:9][C:10]2[CH:18]=[C:17]3[C:13]([CH:14]=[CH:15][N:16]3[CH3:19])=[C:12]([O:20][S:24]([CH2:23][CH:22]([CH3:28])[CH3:21])(=[O:26])=[O:25])[CH:11]=2)=[CH:4][N:3]=1. (5) Given the reactants Cl[CH2:2][C:3]1[C:8](=[O:9])[CH:7]=[CH:6][N:5]([C:10]2[CH:11]=[N:12][N:13]([CH3:15])[CH:14]=2)[N:4]=1.[CH2:16]([O:20][C:21](=[O:37])[NH:22][C:23]1[CH:28]=[CH:27][CH:26]=[C:25](B2OC(C)(C)C(C)O2)[CH:24]=1)[CH2:17][CH2:18][CH3:19].C([O-])([O-])=O.[Na+].[Na+].O, predict the reaction product. The product is: [CH3:15][N:13]1[CH:14]=[C:10]([N:5]2[CH:6]=[CH:7][C:8](=[O:9])[C:3]([CH2:2][C:25]3[CH:24]=[C:23]([NH:22][C:21](=[O:37])[O:20][CH2:16][CH2:17][CH2:18][CH3:19])[CH:28]=[CH:27][CH:26]=3)=[N:4]2)[CH:11]=[N:12]1. (6) Given the reactants Br[C:2]1[CH:3]=[C:4]([S:8]([NH:11][CH3:12])(=[O:10])=[O:9])[CH:5]=[N:6][CH:7]=1.[CH3:13][N:14](C)C=O, predict the reaction product. The product is: [C:13]([C:2]1[CH:3]=[C:4]([S:8]([NH:11][CH3:12])(=[O:10])=[O:9])[CH:5]=[N:6][CH:7]=1)#[N:14].